Task: Predict the product of the given reaction.. Dataset: Forward reaction prediction with 1.9M reactions from USPTO patents (1976-2016) (1) Given the reactants [Cl:1][C:2]1[CH:10]=[C:9]2[C:5]([C:6]([C:11]([N:13]3[CH2:18][CH2:17][C:16]4([C:22]5[CH:23]=[CH:24][CH:25]=[CH:26][C:21]=5[CH2:20][O:19]4)[CH2:15][CH2:14]3)=[O:12])=[CH:7][NH:8]2)=[CH:4][CH:3]=1.Br[CH2:28][C:29]1([CH2:32][O:33][CH3:34])[CH2:31][CH2:30]1, predict the reaction product. The product is: [Cl:1][C:2]1[CH:10]=[C:9]2[C:5]([C:6]([C:11]([N:13]3[CH2:18][CH2:17][C:16]4([C:22]5[CH:23]=[CH:24][CH:25]=[CH:26][C:21]=5[CH2:20][O:19]4)[CH2:15][CH2:14]3)=[O:12])=[CH:7][N:8]2[CH2:28][C:29]2([CH2:32][O:33][CH3:34])[CH2:31][CH2:30]2)=[CH:4][CH:3]=1. (2) The product is: [Br:26][C:21]1[CH:20]=[CH:19][C:18]2[N:17]([CH2:27][CH:28]([OH:39])[CH2:29][N:30]([C:31]3[CH:36]=[CH:35][CH:34]=[C:33]([O:37][CH3:38])[CH:32]=3)[C:8](=[O:10])[CH3:9])[C:16]3[C:24]([C:23]=2[CH:22]=1)=[CH:25][C:13]([Br:12])=[CH:14][CH:15]=3. Given the reactants C(N(CC)CC)C.[C:8](Cl)(=[O:10])[CH3:9].[Br:12][C:13]1[CH:14]=[CH:15][C:16]2[N:17]([CH2:27][CH:28]([OH:39])[CH2:29][NH:30][C:31]3[CH:36]=[CH:35][CH:34]=[C:33]([O:37][CH3:38])[CH:32]=3)[C:18]3[C:23]([C:24]=2[CH:25]=1)=[CH:22][C:21]([Br:26])=[CH:20][CH:19]=3.C([Sn](=O)CCCC)CCC, predict the reaction product. (3) Given the reactants [CH2:1]([O:8][C:9](=[O:36])[CH:10]([NH:28][C:29]([O:31][C:32]([CH3:35])([CH3:34])[CH3:33])=[O:30])[CH2:11][CH2:12][C:13](=O)[NH:14][C:15]1[CH:20]=[CH:19][CH:18]=[CH:17][C:16]=1[NH:21][CH2:22][CH2:23][CH2:24][CH2:25][CH3:26])[C:2]1[CH:7]=[CH:6][CH:5]=[CH:4][CH:3]=1, predict the reaction product. The product is: [CH2:1]([O:8][C:9](=[O:36])[C@@H:10]([NH:28][C:29]([O:31][C:32]([CH3:35])([CH3:34])[CH3:33])=[O:30])[CH2:11][CH2:12][C:13]1[N:21]([CH2:22][CH2:23][CH2:24][CH2:25][CH3:26])[C:16]2[CH:17]=[CH:18][CH:19]=[CH:20][C:15]=2[N:14]=1)[C:2]1[CH:7]=[CH:6][CH:5]=[CH:4][CH:3]=1.